From a dataset of Peptide-MHC class II binding affinity with 134,281 pairs from IEDB. Regression. Given a peptide amino acid sequence and an MHC pseudo amino acid sequence, predict their binding affinity value. This is MHC class II binding data. (1) The peptide sequence is RSLRTVTPIRMQGGY. The MHC is HLA-DQA10501-DQB10301 with pseudo-sequence HLA-DQA10501-DQB10301. The binding affinity (normalized) is 0.0536. (2) The peptide sequence is VIIHGLHLYGCSTSV. The MHC is DRB1_0401 with pseudo-sequence DRB1_0401. The binding affinity (normalized) is 0.357.